This data is from Reaction yield outcomes from USPTO patents with 853,638 reactions. The task is: Predict the reaction yield, written as a fraction of the theoretical maximum amount of product (1.0 means a 100% yield; for example, 0.34 means a 34% yield). (1) The yield is 0.650. The product is [Br:1][C:2]1[N:3]=[C:4]2[C:11]([CH:12]=[O:13])=[CH:10][N:9]([CH2:28][O:31][CH2:32][CH2:21][Si:20]([CH3:23])([CH3:34])[CH3:22])[C:5]2=[N:6][C:7]=1[Cl:8]. No catalyst specified. The reactants are [Br:1][C:2]1[N:3]=[C:4]2[C:11]([CH:12]=[O:13])=[CH:10][NH:9][C:5]2=[N:6][C:7]=1[Cl:8].[Li+].[CH3:21][Si:20]([N-][Si:20]([CH3:23])([CH3:22])[CH3:21])([CH3:23])[CH3:22].C[Si]([CH:28]([O:31][CH2:32]C)OCl)(C)C.[C:34]([O-])([O-])=O.[Na+].[Na+]. (2) The reactants are [C:1]([O:5][C:6]([N:8]1[C:16]2[C:11](=[C:12]([O:21]COC)[C:13]3[CH:20]=[CH:19][CH:18]=[CH:17][C:14]=3[CH:15]=2)[CH:10]([CH2:25][Cl:26])[CH2:9]1)=[O:7])([CH3:4])([CH3:3])[CH3:2].Cl. The catalyst is CC(O)C.C1COCC1. The product is [C:1]([O:5][C:6]([N:8]1[C:16]2[C:11](=[C:12]([OH:21])[C:13]3[CH:20]=[CH:19][CH:18]=[CH:17][C:14]=3[CH:15]=2)[CH:10]([CH2:25][Cl:26])[CH2:9]1)=[O:7])([CH3:4])([CH3:3])[CH3:2]. The yield is 0.900. (3) The yield is 0.590. The reactants are [C:1]1([NH:7][C:8]2[CH:16]=[CH:15][CH:14]=[C:13]3[C:9]=2[CH:10]=[CH:11][N:12]3[Si:17]([CH:24]([CH3:26])[CH3:25])([CH:21]([CH3:23])[CH3:22])[CH:18]([CH3:20])[CH3:19])[CH:6]=[CH:5][CH:4]=[CH:3][CH:2]=1.[Cl:27][CH2:28][C:29](Cl)=[O:30]. The catalyst is C(Cl)Cl. The product is [Cl:27][CH2:28][C:29]([N:7]([C:1]1[CH:2]=[CH:3][CH:4]=[CH:5][CH:6]=1)[C:8]1[CH:16]=[CH:15][CH:14]=[C:13]2[C:9]=1[CH:10]=[CH:11][N:12]2[Si:17]([CH:21]([CH3:23])[CH3:22])([CH:24]([CH3:26])[CH3:25])[CH:18]([CH3:19])[CH3:20])=[O:30]. (4) The reactants are [OH:1][NH:2][C:3]([C:5]1[C:10]([CH3:11])=[CH:9][CH:8]=[CH:7][N:6]=1)=[NH:4].[CH3:12][O:13][C:14]1[C:22]([O:23][CH3:24])=[CH:21][CH:20]=[C:16]([C:17](O)=O)[C:15]=1[OH:25]. No catalyst specified. The product is [CH3:12][O:13][C:14]1[C:22]([O:23][CH3:24])=[CH:21][CH:20]=[C:16]([C:17]2[O:1][N:2]=[C:3]([C:5]3[C:10]([CH3:11])=[CH:9][CH:8]=[CH:7][N:6]=3)[N:4]=2)[C:15]=1[OH:25]. The yield is 0.00800. (5) The reactants are [C:1]([OH:5])(=[O:4])[CH:2]=[O:3].[Cl:6][C:7]1[CH:17]=[CH:16][CH:15]=[CH:14][C:8]=1[CH2:9][NH:10][CH2:11][CH2:12]O.O. The catalyst is O1CCCC1. The product is [OH:4][CH:1]1[O:5][CH2:12][CH2:11][N:10]([CH2:9][C:8]2[CH:14]=[CH:15][CH:16]=[CH:17][C:7]=2[Cl:6])[C:2]1=[O:3]. The yield is 0.789. (6) The reactants are Cl[C:2]1[NH:7][C:6]([NH2:21])([NH:8][CH:9]([C:11]2[CH:20]=[CH:19][C:18]3[C:13](=[CH:14][CH:15]=[CH:16][CH:17]=3)[CH:12]=2)[CH3:10])[N:5]=[CH:4][N:3]=1.C(O[C:27](=[O:45])[CH:28]([NH:37][C:38]([O:40][C:41]([CH3:44])([CH3:43])[CH3:42])=[O:39])[CH2:29][C:30]1[CH:35]=[CH:34][C:33]([OH:36])=[CH:32][CH:31]=1)(C)(C)C.[C:46](=O)([O-])[O-].[K+].[K+].[CH:52]([OH:55])([CH3:54])[CH3:53]. The product is [C:52]([O:55][C:27](=[O:45])[CH:28]([NH:37][C:38]([O:40][C:41]([CH3:42])([CH3:43])[CH3:44])=[O:39])[CH2:29][C:30]1[CH:31]=[CH:32][C:33]([O:36][C:4]2[N:3]=[C:2]([NH2:7])[N:21]=[C:6]([NH:8][CH:9]([C:11]3[CH:20]=[CH:19][C:18]4[C:13](=[CH:14][CH:15]=[CH:16][CH:17]=4)[CH:12]=3)[CH3:10])[N:5]=2)=[CH:34][CH:35]=1)([CH3:46])([CH3:54])[CH3:53]. No catalyst specified. The yield is 0.280. (7) The reactants are [N:1]1([CH2:4][C@:5]23[CH2:43][CH2:42][C@@H:41]([C:44]([CH3:46])=[CH2:45])[C@@H:6]2[C@@H:7]2[C@@:20]([CH3:23])([CH2:21][CH2:22]3)[C@@:19]3([CH3:24])[C@@H:10]([C@:11]4([CH3:40])[C@@H:16]([CH2:17][CH2:18]3)[C:15]([CH3:26])([CH3:25])[C:14]([C:27]3[CH:39]=[CH:38][C:30]([C:31]([O:33]C(C)(C)C)=[O:32])=[CH:29][CH:28]=3)=[CH:13][CH2:12]4)[CH2:9][CH2:8]2)[CH2:3][CH2:2]1.C(O)(C(F)(F)F)=O. The catalyst is C(Cl)Cl. The product is [N:1]1([CH2:4][C@:5]23[CH2:43][CH2:42][C@@H:41]([C:44]([CH3:46])=[CH2:45])[C@@H:6]2[C@@H:7]2[C@@:20]([CH3:23])([CH2:21][CH2:22]3)[C@@:19]3([CH3:24])[C@@H:10]([C@:11]4([CH3:40])[C@@H:16]([CH2:17][CH2:18]3)[C:15]([CH3:25])([CH3:26])[C:14]([C:27]3[CH:28]=[CH:29][C:30]([C:31]([OH:33])=[O:32])=[CH:38][CH:39]=3)=[CH:13][CH2:12]4)[CH2:9][CH2:8]2)[CH2:2][CH2:3]1. The yield is 0.266.